From a dataset of CYP1A2 inhibition data for predicting drug metabolism from PubChem BioAssay. Regression/Classification. Given a drug SMILES string, predict its absorption, distribution, metabolism, or excretion properties. Task type varies by dataset: regression for continuous measurements (e.g., permeability, clearance, half-life) or binary classification for categorical outcomes (e.g., BBB penetration, CYP inhibition). Dataset: cyp1a2_veith. (1) The result is 1 (inhibitor). The molecule is N#CC(C#N)=C(N)/C(C#N)=C/c1ccc(O)cc1. (2) The drug is Cc1ccccc1NC(=O)N1C2CCC1CC(O)(c1cccnc1)C2. The result is 0 (non-inhibitor). (3) The compound is C/C(CC/C(C)=N/O)=N/O. The result is 0 (non-inhibitor). (4) The molecule is CCC(C)NC(=O)NC(=O)N(C1CCCCC1)S(C)(=O)=O. The result is 0 (non-inhibitor). (5) The drug is O=C(O)Cc1ccc2c(c1)N(S(=O)(=O)c1cccc(C(F)(F)F)c1)CC(C(=O)O)O2. The result is 0 (non-inhibitor). (6) The drug is CN(C)/N=N\c1nc[nH]c1C(N)=O. The result is 0 (non-inhibitor).